Dataset: Forward reaction prediction with 1.9M reactions from USPTO patents (1976-2016). Task: Predict the product of the given reaction. (1) Given the reactants [F:1][C:2]([F:17])([F:16])[CH2:3][CH2:4][O:5][C:6]1[CH:15]=[CH:14][C:9]([C:10]([O:12]C)=[O:11])=[CH:8][N:7]=1.[OH-].[Na+], predict the reaction product. The product is: [F:17][C:2]([F:1])([F:16])[CH2:3][CH2:4][O:5][C:6]1[CH:15]=[CH:14][C:9]([C:10]([OH:12])=[O:11])=[CH:8][N:7]=1. (2) Given the reactants [CH3:1][C:2]1[CH:7]=[CH:6][C:5]([OH:8])=[C:4]([C:9]2[CH:14]=[CH:13][CH:12]=[CH:11][C:10]=2[CH:15]([CH3:17])[CH3:16])[CH:3]=1.[H-].[Na+].[Cl:20][Ti:21](Cl)([Cl:32])[C:22]1([CH3:31])[C:26]([CH3:27])=[C:25]([CH3:28])[C:24]([CH3:29])=[C:23]1[CH3:30], predict the reaction product. The product is: [Cl:20][Ti:21]([Cl:32])([C:22]1([CH3:31])[C:23]([CH3:30])=[C:24]([CH3:29])[C:25]([CH3:28])=[C:26]1[CH3:27])[O:8][C:5]1[CH:6]=[CH:7][C:2]([CH3:1])=[CH:3][C:4]=1[C:9]1[CH:14]=[CH:13][CH:12]=[CH:11][C:10]=1[CH:15]([CH3:17])[CH3:16]. (3) Given the reactants [F-].C([N+](CCCC)(CCCC)CCCC)CCC.O1CCCC1.C[Si](C)(C)[C:26]#[C:27][C:28]1[CH:29]=[C:30]2[CH2:36][C@:35]3([CH:41]4[CH2:42][CH2:43][N:38]([CH2:39][CH2:40]4)[CH2:37]3)[O:34][C:31]2=[N:32][CH:33]=1, predict the reaction product. The product is: [C:27]([C:28]1[CH:29]=[C:30]2[CH2:36][C@:35]3([CH:41]4[CH2:40][CH2:39][N:38]([CH2:43][CH2:42]4)[CH2:37]3)[O:34][C:31]2=[N:32][CH:33]=1)#[CH:26]. (4) Given the reactants [C:1]([O:5][C:6](=[O:35])[N:7]([C:9]1[CH:17]=[C:16]2[C:12]([C:13]([S:27][C:28]3[CH:33]=[CH:32][CH:31]=[CH:30][C:29]=3Br)=[CH:14][N:15]2[CH2:18][C:19]2[CH:24]=[C:23]([F:25])[CH:22]=[C:21]([F:26])[CH:20]=2)=[CH:11][CH:10]=1)[CH3:8])([CH3:4])([CH3:3])[CH3:2].[CH2:36]([O:38]C([Sn](CCCC)(CCCC)CCCC)=C)[CH3:37].Cl, predict the reaction product. The product is: [C:1]([O:5][C:6](=[O:35])[N:7]([C:9]1[CH:17]=[C:16]2[C:12]([C:13]([S:27][C:28]3[CH:33]=[CH:32][CH:31]=[CH:30][C:29]=3[C:36](=[O:38])[CH3:37])=[CH:14][N:15]2[CH2:18][C:19]2[CH:24]=[C:23]([F:25])[CH:22]=[C:21]([F:26])[CH:20]=2)=[CH:11][CH:10]=1)[CH3:8])([CH3:4])([CH3:3])[CH3:2]. (5) Given the reactants C([O:3][CH:4](OCC)[C:5]1[N:9]([CH3:10])[N:8]=[C:7]([C:11]2[CH:16]=[N:15][CH:14]=[CH:13][N:12]=2)[N:6]=1)C.[ClH:20], predict the reaction product. The product is: [OH2:3].[ClH:20].[ClH:20].[CH3:10][N:9]1[C:5]([CH:4]=[O:3])=[N:6][C:7]([C:11]2[CH:16]=[N:15][CH:14]=[CH:13][N:12]=2)=[N:8]1. (6) Given the reactants [Br:1][C:2]1[C:3]([CH3:9])=[C:4]([CH:6]=[CH:7][CH:8]=1)[NH2:5].[C:10]1(=O)[C:19]2[C:14](=[CH:15][CH:16]=[CH:17][CH:18]=2)[CH2:13][C:12](=[O:20])[O:11]1, predict the reaction product. The product is: [Br:1][C:2]1[C:3]([CH3:9])=[C:4]([N:5]2[C:12](=[O:20])[CH2:13][C:14]3[C:19](=[CH:18][CH:17]=[CH:16][CH:15]=3)[C:10]2=[O:11])[CH:6]=[CH:7][CH:8]=1. (7) Given the reactants [Br:1][C:2]1[CH:3]=[C:4]([C:11]([O:13][CH3:14])=[O:12])[C:5]2[CH:6]=[N:7][NH:8][C:9]=2[CH:10]=1.C(=O)([O-])[O-].[Cs+].[Cs+].I[CH:22]([CH3:24])[CH3:23], predict the reaction product. The product is: [Br:1][C:2]1[CH:3]=[C:4]([C:11]([O:13][CH3:14])=[O:12])[C:5]2[CH:6]=[N:7][N:8]([CH:22]([CH3:24])[CH3:23])[C:9]=2[CH:10]=1.